Dataset: Full USPTO retrosynthesis dataset with 1.9M reactions from patents (1976-2016). Task: Predict the reactants needed to synthesize the given product. (1) Given the product [F:20][C:21]1[C:22]([C:30]2[N:31]=[CH:32][CH:33]=[CH:34][N:35]=2)=[C:23]([C:24]([N:16]2[CH2:17][CH:18]3[CH:14]([CH2:13][N:12]([C:7]4[N:6]=[CH:5][C:4]5[C:9](=[CH:10][CH:11]=[C:2]([F:1])[CH:3]=5)[N:8]=4)[CH2:19]3)[CH2:15]2)=[O:25])[CH:27]=[CH:28][CH:29]=1, predict the reactants needed to synthesize it. The reactants are: [F:1][C:2]1[CH:3]=[C:4]2[C:9](=[CH:10][CH:11]=1)[N:8]=[C:7]([N:12]1[CH2:19][CH:18]3[CH:14]([CH2:15][NH:16][CH2:17]3)[CH2:13]1)[N:6]=[CH:5]2.[F:20][C:21]1[C:22]([C:30]2[N:35]=[CH:34][CH:33]=[CH:32][N:31]=2)=[C:23]([CH:27]=[CH:28][CH:29]=1)[C:24](O)=[O:25]. (2) Given the product [C:1]([O:5][C:6](=[O:30])[NH:7][C@@H:8]([CH2:26][CH:27]([CH3:29])[CH3:28])[CH2:9][O:10][C:11]1[C:12]([I:38])=[CH:13][C:14]2[C:24]3[C:19](=[CH:20][N:21]=[CH:22][CH:23]=3)[CH:18]([CH3:25])[O:17][C:15]=2[CH:16]=1)([CH3:3])([CH3:2])[CH3:4], predict the reactants needed to synthesize it. The reactants are: [C:1]([O:5][C:6](=[O:30])[NH:7][C@@H:8]([CH2:26][CH:27]([CH3:29])[CH3:28])[CH2:9][O:10][C:11]1[CH:12]=[CH:13][C:14]2[C:24]3[C:19](=[CH:20][N:21]=[CH:22][CH:23]=3)[CH:18]([CH3:25])[O:17][C:15]=2[CH:16]=1)([CH3:4])([CH3:3])[CH3:2].C1C(=O)N([I:38])C(=O)C1. (3) Given the product [Cl:14][C:12]1[CH:11]=[CH:10][C:9]([CH3:15])=[C:8]([C:6]2[N:5]=[C:4]([NH2:16])[N:3]=[C:2]([NH:24][C:21]3[CH:22]=[CH:23][C:18]([F:17])=[CH:19][CH:20]=3)[CH:7]=2)[CH:13]=1, predict the reactants needed to synthesize it. The reactants are: Cl[C:2]1[CH:7]=[C:6]([C:8]2[CH:13]=[C:12]([Cl:14])[CH:11]=[CH:10][C:9]=2[CH3:15])[N:5]=[C:4]([NH2:16])[N:3]=1.[F:17][C:18]1[CH:23]=[CH:22][C:21]([NH2:24])=[CH:20][CH:19]=1. (4) Given the product [CH3:1][C:2]1[CH:7]=[C:6]([NH:8][C:9]([CH2:11][C:12]2[CH:13]=[CH:14][C:15]([O:18][C:19]([CH3:21])([CH3:20])[C:22]([NH:31][CH:30]([CH2:32][C:33]3[CH:38]=[CH:37][CH:36]=[CH:35][CH:34]=3)[C:29]([OH:39])=[O:28])=[O:24])=[CH:16][CH:17]=2)=[O:10])[CH:5]=[C:4]([CH3:25])[CH:3]=1, predict the reactants needed to synthesize it. The reactants are: [CH3:1][C:2]1[CH:3]=[C:4]([CH3:25])[CH:5]=[C:6]([NH:8][C:9]([CH2:11][C:12]2[CH:13]=[CH:14][C:15]([O:18][C:19]([C:22]([OH:24])=O)([CH3:21])[CH3:20])=[CH:16][CH:17]=2)=[O:10])[CH:7]=1.Cl.C[O:28][C:29](=[O:39])[C@H:30]([CH2:32][C:33]1[CH:38]=[CH:37][CH:36]=[CH:35][CH:34]=1)[NH2:31].O.ON1C2C=CC=CC=2N=N1.CN1CCOCC1.Cl.CN(C)CCCN=C=NCC. (5) Given the product [O:24]1[C:28]2[CH:29]=[CH:30][CH:31]=[CH:32][C:27]=2[CH:26]=[C:25]1[S:33]([NH:1][C:2]1[CH:7]=[C:6]([Cl:8])[CH:5]=[CH:4][C:3]=1[S:9][CH2:10][C:11]1[NH:12][C:13]([NH:16][C:17](=[O:23])[O:18][C:19]([CH3:20])([CH3:22])[CH3:21])=[N:14][N:15]=1)(=[O:35])=[O:34], predict the reactants needed to synthesize it. The reactants are: [NH2:1][C:2]1[CH:7]=[C:6]([Cl:8])[CH:5]=[CH:4][C:3]=1[S:9][CH2:10][C:11]1[NH:12][C:13]([NH:16][C:17](=[O:23])[O:18][C:19]([CH3:22])([CH3:21])[CH3:20])=[N:14][N:15]=1.[O:24]1[C:28]2[CH:29]=[CH:30][CH:31]=[CH:32][C:27]=2[CH:26]=[C:25]1[S:33](Cl)(=[O:35])=[O:34]. (6) Given the product [F:1][C:2]1[CH:3]=[CH:4][C:5]([C:8]([C:10]2[C:19]([N+:20]([O-:22])=[O:21])=[C:18]3[C:13]([CH:14]=[CH:15][CH:16]=[N:17]3)=[CH:12][CH:11]=2)=[O:9])=[CH:6][CH:7]=1, predict the reactants needed to synthesize it. The reactants are: [F:1][C:2]1[CH:7]=[CH:6][C:5]([CH:8]([C:10]2[C:19]([N+:20]([O-:22])=[O:21])=[C:18]3[C:13]([CH:14]=[CH:15][CH:16]=[N:17]3)=[CH:12][CH:11]=2)[OH:9])=[CH:4][CH:3]=1. (7) Given the product [CH3:19][O:20][C:21]1[N:29]=[CH:28][CH:27]=[CH:26][C:22]=1[C:23]([NH:9][C:6]1[CH:7]=[N:8][C:3]([C:2]([F:1])([F:10])[F:11])=[CH:4][CH:5]=1)=[O:24], predict the reactants needed to synthesize it. The reactants are: [F:1][C:2]([F:11])([F:10])[C:3]1[N:8]=[CH:7][C:6]([NH2:9])=[CH:5][CH:4]=1.C(N(CC)CC)C.[CH3:19][O:20][C:21]1[N:29]=[CH:28][CH:27]=[CH:26][C:22]=1[C:23](Cl)=[O:24].